From a dataset of Reaction yield outcomes from USPTO patents with 853,638 reactions. Predict the reaction yield, written as a fraction of the theoretical maximum amount of product (1.0 means a 100% yield; for example, 0.34 means a 34% yield). The reactants are [CH:1]1([CH2:6][CH:7]([C:19]2[CH:24]=[CH:23][C:22]([S:25]([CH3:28])(=[O:27])=[O:26])=[CH:21][CH:20]=2)[C:8]([NH:10][C:11]2[S:12][C:13]([C:16](O)=[O:17])=[CH:14][N:15]=2)=[O:9])[CH2:5][CH2:4][CH2:3][CH2:2]1.C[N:30]1CCOCC1.C(OC(Cl)=O)C(C)C.[OH-].[NH4+]. The catalyst is O1CCCC1.O. The product is [CH:1]1([CH2:6][CH:7]([C:19]2[CH:20]=[CH:21][C:22]([S:25]([CH3:28])(=[O:27])=[O:26])=[CH:23][CH:24]=2)[C:8]([NH:10][C:11]2[S:12][C:13]([C:16]([NH2:30])=[O:17])=[CH:14][N:15]=2)=[O:9])[CH2:5][CH2:4][CH2:3][CH2:2]1. The yield is 0.670.